From a dataset of Full USPTO retrosynthesis dataset with 1.9M reactions from patents (1976-2016). Predict the reactants needed to synthesize the given product. (1) Given the product [CH:5]1([O:10][C:1]([N:33]2[CH2:34][CH2:35][CH2:36][CH:30]([N:26]([C:27](=[O:29])[CH3:28])[CH2:25][C:24]3[CH:42]=[C:43]([C:45]([F:46])([F:47])[F:48])[CH:44]=[C:22]([C:21]([F:20])([F:49])[F:50])[CH:23]=3)[C:31]3[CH:40]=[CH:39][C:38]([Cl:41])=[CH:37][C:32]2=3)=[O:2])[CH2:9][CH2:8][CH2:7][CH2:6]1, predict the reactants needed to synthesize it. The reactants are: [C:1](Cl)(Cl)=[O:2].[CH:5]1([OH:10])[CH2:9][CH2:8][CH2:7][CH2:6]1.C(N(C(C)C)CC)(C)C.[F:20][C:21]([F:50])([F:49])[C:22]1[CH:23]=[C:24]([CH:42]=[C:43]([C:45]([F:48])([F:47])[F:46])[CH:44]=1)[CH2:25][N:26]([CH:30]1[CH2:36][CH2:35][CH2:34][NH:33][C:32]2[CH:37]=[C:38]([Cl:41])[CH:39]=[CH:40][C:31]1=2)[C:27](=[O:29])[CH3:28].N1C=CC=CC=1. (2) The reactants are: Br[C:2]1[C:10]2[C:9](=[O:11])[N:8]([CH3:12])[C:7](=[O:13])[N:6]([CH2:14][CH:15]([CH3:17])[CH3:16])[C:5]=2[S:4][C:3]=1[CH2:18][C:19]1[CH:24]=[CH:23][CH:22]=[CH:21][C:20]=1[C:25]([F:28])([F:27])[F:26].CC[Mg+].[Br-].[F:33][C:34]1[CH:41]=[CH:40][CH:39]=[CH:38][C:35]=1[CH:36]=[O:37]. Given the product [F:33][C:34]1[CH:41]=[CH:40][CH:39]=[CH:38][C:35]=1[CH:36]([OH:37])[C:2]1[C:10]2[C:9](=[O:11])[N:8]([CH3:12])[C:7](=[O:13])[N:6]([CH2:14][CH:15]([CH3:17])[CH3:16])[C:5]=2[S:4][C:3]=1[CH2:18][C:19]1[CH:24]=[CH:23][CH:22]=[CH:21][C:20]=1[C:25]([F:28])([F:27])[F:26], predict the reactants needed to synthesize it. (3) Given the product [CH:1]([C:4]1[C:5]([O:15][CH2:16][CH2:17][CH2:18][C:19]2[C:20]([CH2:34][CH2:35][CH3:36])=[N:21][N:22]([C:24]3[CH:29]=[CH:28][C:27]([C:30]([F:33])([F:32])[F:31])=[CH:26][N:25]=3)[CH:23]=2)=[C:6]([CH2:10][C:11]([OH:13])=[O:12])[CH:7]=[CH:8][CH:9]=1)([CH3:2])[CH3:3], predict the reactants needed to synthesize it. The reactants are: [CH:1]([C:4]1[C:5]([O:15][CH2:16][CH2:17][CH2:18][C:19]2[C:20]([CH2:34][CH2:35][CH3:36])=[N:21][N:22]([C:24]3[CH:29]=[CH:28][C:27]([C:30]([F:33])([F:32])[F:31])=[CH:26][N:25]=3)[CH:23]=2)=[C:6]([CH2:10][C:11]([O:13]C)=[O:12])[CH:7]=[CH:8][CH:9]=1)([CH3:3])[CH3:2].[OH-].[Na+].O1CCCC1.Cl. (4) The reactants are: [C:1]([C:3]1[CH:4]=[C:5]([C:18]2[CH:19]=[C:20]([CH:25]=[CH:26][N:27]=2)[C:21]([O:23][CH3:24])=[O:22])[CH:6]=[C:7]([F:17])[C:8]=1[O:9]CC1C=CC=CC=1)#[N:2]. Given the product [C:1]([C:3]1[CH:4]=[C:5]([C:18]2[CH:19]=[C:20]([CH:25]=[CH:26][N:27]=2)[C:21]([O:23][CH3:24])=[O:22])[CH:6]=[C:7]([F:17])[C:8]=1[OH:9])#[N:2], predict the reactants needed to synthesize it. (5) Given the product [C:1]([O:7][CH2:8][CH2:9][CH2:10][C@@H:11]([O:21][Si:22]([C:25]([CH3:28])([CH3:27])[CH3:26])([CH3:24])[CH3:23])[CH2:12][CH:13]([CH3:20])[C:14](=[O:15])[CH3:29])(=[O:6])[C:2]([CH3:5])([CH3:3])[CH3:4], predict the reactants needed to synthesize it. The reactants are: [C:1]([O:7][CH2:8][CH2:9][CH2:10][C@@H:11]([O:21][Si:22]([C:25]([CH3:28])([CH3:27])[CH3:26])([CH3:24])[CH3:23])[CH2:12][CH:13]([CH3:20])[C:14](N(OC)C)=[O:15])(=[O:6])[C:2]([CH3:5])([CH3:4])[CH3:3].[CH3:29][Mg]Cl.